The task is: Predict the product of the given reaction.. This data is from Forward reaction prediction with 1.9M reactions from USPTO patents (1976-2016). (1) The product is: [C:16]([NH:24][C:25]1[CH:37]=[C:36]([N:1]2[C:9]3[C:4](=[CH:5][CH:6]=[CH:7][CH:8]=3)[CH2:3][CH2:2]2)[CH:35]=[CH:34][C:26]=1[C:27]([O:29][C:30]([CH3:32])([CH3:33])[CH3:31])=[O:28])(=[O:23])[C:17]1[CH:18]=[CH:19][CH:20]=[CH:21][CH:22]=1. Given the reactants [NH:1]1[C:9]2[C:4](=[CH:5][CH:6]=[CH:7][CH:8]=2)[CH2:3][CH2:2]1.C(=O)([O-])[O-].[Cs+].[Cs+].[C:16]([NH:24][C:25]1[CH:37]=[C:36](Br)[CH:35]=[CH:34][C:26]=1[C:27]([O:29][C:30]([CH3:33])([CH3:32])[CH3:31])=[O:28])(=[O:23])[C:17]1[CH:22]=[CH:21][CH:20]=[CH:19][CH:18]=1.C(O)(=O)CC(CC(O)=O)(C(O)=O)O, predict the reaction product. (2) The product is: [CH3:1][C:2]1[N:7]=[C:6]([CH3:8])[C:5]([C:9]([OH:11])=[O:10])=[CH:4][N:3]=1. Given the reactants [CH3:1][C:2]1[N:7]=[C:6]([CH3:8])[C:5]([C:9]([O:11]CC)=[O:10])=[CH:4][N:3]=1.[OH-].[Na+].Cl, predict the reaction product. (3) Given the reactants [CH3:1][C:2]1([CH3:30])[C:10]2[CH:9]=[C:8]3[O:11][CH2:12][O:13][C:7]3=[CH:6][C:5]=2[C:4](=[O:14])[N:3]1[CH2:15][CH2:16][CH:17]1[CH2:22][CH2:21][N:20](C(OC(C)(C)C)=O)[CH2:19][CH2:18]1.C(O)C.[ClH:34], predict the reaction product. The product is: [ClH:34].[CH3:1][C:2]1([CH3:30])[C:10]2[CH:9]=[C:8]3[O:11][CH2:12][O:13][C:7]3=[CH:6][C:5]=2[C:4](=[O:14])[N:3]1[CH2:15][CH2:16][CH:17]1[CH2:22][CH2:21][NH:20][CH2:19][CH2:18]1.